This data is from Reaction yield outcomes from USPTO patents with 853,638 reactions. The task is: Predict the reaction yield, written as a fraction of the theoretical maximum amount of product (1.0 means a 100% yield; for example, 0.34 means a 34% yield). (1) The reactants are C1(C)C=CC=CC=1.[OH:8][CH2:9][CH2:10][S:11][C:12]1[CH:13]=[CH:14][C:15]2[C:16](=[O:26])[C:17]3[C:22]([S:23][C:24]=2[CH:25]=1)=[CH:21][CH:20]=[CH:19][CH:18]=3.C[O:28][C:29](=O)[C:30]1[CH:35]=[CH:34][C:33]([CH2:36][N:37]2[CH2:42][CH2:41][CH2:40][N:39]3[CH2:43][CH2:44][CH2:45][CH:38]23)=[CH:32][CH:31]=1.[H-].[Li+]. The catalyst is O. The product is [O:26]=[C:16]1[C:15]2[CH:14]=[CH:13][C:12]([S:11][CH2:10][CH2:9][O:8][C:29](=[O:28])[C:30]3[CH:31]=[CH:32][C:33]([CH2:36][N:37]4[CH2:42][CH2:41][CH2:40][N:39]5[CH2:43][CH2:44][CH2:45][CH:38]45)=[CH:34][CH:35]=3)=[CH:25][C:24]=2[S:23][C:22]2[C:17]1=[CH:18][CH:19]=[CH:20][CH:21]=2. The yield is 0.380. (2) The reactants are [H-].[Na+].[Br-].[N+:4]([C:7]1[CH:32]=[CH:31][C:10]([CH2:11][P+](C2C=CC=CC=2)(C2C=CC=CC=2)C2C=CC=CC=2)=[CH:9][CH:8]=1)([O-:6])=[O:5].[O:33]1[CH2:38][CH2:37][C:36](=O)[CH2:35][CH2:34]1. The catalyst is CS(C)=O. The product is [N+:4]([C:7]1[CH:8]=[CH:9][C:10]([CH:11]=[C:36]2[CH2:37][CH2:38][O:33][CH2:34][CH2:35]2)=[CH:31][CH:32]=1)([O-:6])=[O:5]. The yield is 0.440. (3) The reactants are [CH3:1][C:2]([CH3:14])([CH3:13])[C:3]([NH:5][C:6]1[CH:11]=[CH:10][CH:9]=[CH:8][C:7]=1[CH3:12])=O.[Li]CCCC.[NH4+].[Cl-]. The catalyst is C1COCC1. The product is [C:2]([C:3]1[NH:5][C:6]2[C:7]([CH:12]=1)=[CH:8][CH:9]=[CH:10][CH:11]=2)([CH3:14])([CH3:13])[CH3:1]. The yield is 0.880. (4) The reactants are C(OC([N:8]1[CH2:12][C:11]([F:14])([F:13])[CH2:10][CH:9]1[C:15]1[NH:16][C:17]([C:20]2[CH:25]=[CH:24][C:23]([C:26]3[CH:35]=[CH:34][C:33]4[C:28](=[CH:29][CH:30]=[C:31]([C:36]5[NH:37][C:38]([CH:41]6[CH2:45][CH2:44][CH2:43][N:42]6[C:46]([O:48][CH2:49][C:50]6[CH:55]=[CH:54][CH:53]=[CH:52][CH:51]=6)=[O:47])=[N:39][CH:40]=5)[CH:32]=4)[CH:27]=3)=[CH:22][CH:21]=2)=[CH:18][N:19]=1)=O)(C)(C)C.Cl.[CH3:57][O:58][C:59]([NH:61][CH:62]([CH:66]1[CH2:71][CH2:70][O:69][CH2:68][CH2:67]1)[C:63]([OH:65])=O)=[O:60].CN(C(ON1N=NC2C=CC=NC1=2)=[N+](C)C)C.F[P-](F)(F)(F)(F)F.CCN(C(C)C)C(C)C. The catalyst is C(Cl)Cl.CO. The product is [CH2:49]([O:48][C:46]([N:42]1[CH2:43][CH2:44][CH2:45][CH:41]1[C:38]1[NH:37][C:36]([C:31]2[CH:30]=[CH:29][C:28]3[C:33](=[CH:34][CH:35]=[C:26]([C:23]4[CH:24]=[CH:25][C:20]([C:17]5[NH:16][C:15]([CH:9]6[CH2:10][C:11]([F:14])([F:13])[CH2:12][N:8]6[C:63](=[O:65])[CH:62]([NH:61][C:59]([O:58][CH3:57])=[O:60])[CH:66]6[CH2:71][CH2:70][O:69][CH2:68][CH2:67]6)=[N:19][CH:18]=5)=[CH:21][CH:22]=4)[CH:27]=3)[CH:32]=2)=[CH:40][N:39]=1)=[O:47])[C:50]1[CH:55]=[CH:54][CH:53]=[CH:52][CH:51]=1. The yield is 0.460. (5) The reactants are [F:1][C:2]1[CH:21]=[CH:20][C:5]([O:6][C:7]2[C:8]([C:17]([OH:19])=O)=[N:9][C:10]3[C:15]([N:16]=2)=[CH:14][CH:13]=[CH:12][CH:11]=3)=[CH:4][CH:3]=1.[NH2:22][C:23]1[CH:24]=[C:25]([S:29]([NH2:32])(=[O:31])=[O:30])[CH:26]=[CH:27][CH:28]=1.CN(C(ON1N=NC2C=CC=NC1=2)=[N+](C)C)C.F[P-](F)(F)(F)(F)F.CN1CCOCC1. The catalyst is CN1C(=O)CCC1.CS(C)=O. The product is [F:1][C:2]1[CH:3]=[CH:4][C:5]([O:6][C:7]2[C:8]([C:17]([NH:22][C:23]3[CH:28]=[CH:27][CH:26]=[C:25]([S:29](=[O:31])(=[O:30])[NH2:32])[CH:24]=3)=[O:19])=[N:9][C:10]3[C:15]([N:16]=2)=[CH:14][CH:13]=[CH:12][CH:11]=3)=[CH:20][CH:21]=1. The yield is 0.320. (6) The yield is 0.400. The reactants are [Br:1][C:2]1[N:7]=[C:6]([C:8]2[S:12][C:11]([C@@H:13]3[CH2:17][O:16][C:15](=[O:18])[NH:14]3)=[N:10][CH:9]=2)[CH:5]=[CH:4][CH:3]=1.[H-].[Na+].[CH3:21]N(C)C=O.CI. The catalyst is O1CCCC1. The product is [Br:1][C:2]1[N:7]=[C:6]([C:8]2[S:12][C:11]([C@@H:13]3[CH2:17][O:16][C:15](=[O:18])[N:14]3[CH3:21])=[N:10][CH:9]=2)[CH:5]=[CH:4][CH:3]=1. (7) The reactants are [CH:1]1([C:4]([C:6]2[CH:7]=[N:8][C:9]3[C:14]([C:15]=2[NH:16][C:17]2[CH:18]=[N:19][C:20]([N:23]4[CH2:28][CH2:27][N:26](C(OC(C)(C)C)=O)[CH2:25][CH2:24]4)=[N:21][CH:22]=2)=[CH:13][C:12]([C:36]2[CH:41]=[C:40]([Cl:42])[C:39]([OH:43])=[C:38]([Cl:44])[CH:37]=2)=[CH:11][CH:10]=3)=[O:5])[CH2:3][CH2:2]1.C(O)(C(F)(F)F)=O. No catalyst specified. The product is [CH:1]1([C:4]([C:6]2[CH:7]=[N:8][C:9]3[C:14]([C:15]=2[NH:16][C:17]2[CH:18]=[N:19][C:20]([N:23]4[CH2:24][CH2:25][NH:26][CH2:27][CH2:28]4)=[N:21][CH:22]=2)=[CH:13][C:12]([C:36]2[CH:37]=[C:38]([Cl:44])[C:39]([OH:43])=[C:40]([Cl:42])[CH:41]=2)=[CH:11][CH:10]=3)=[O:5])[CH2:2][CH2:3]1. The yield is 0.140. (8) The reactants are [O:1]=[C:2]1[C:11]2[CH:10]=[CH:9][CH:8]=[C:7]3[NH:12][CH:13]([C:21]4[CH:28]=[CH:27][C:24]([CH:25]=O)=[CH:23][CH:22]=4)[CH:14]([C:15]4[CH:20]=[CH:19][CH:18]=[CH:17][CH:16]=4)[C:5]([C:6]=23)=[N:4][NH:3]1.C(O)(=O)C.[N:33]1(C(OC(C)(C)C)=O)[CH2:38][CH2:37][NH:36][CH2:35][CH2:34]1.[BH-](OC(C)=O)(OC(C)=O)OC(C)=O.[Na+]. The catalyst is ClCCl. The product is [C:15]1([CH:14]2[C:5]3=[N:4][NH:3][C:2](=[O:1])[C:11]4[CH:10]=[CH:9][CH:8]=[C:7]([C:6]=43)[NH:12][CH:13]2[C:21]2[CH:22]=[CH:23][C:24]([CH2:25][N:33]3[CH2:38][CH2:37][NH:36][CH2:35][CH2:34]3)=[CH:27][CH:28]=2)[CH:20]=[CH:19][CH:18]=[CH:17][CH:16]=1. The yield is 0.460.